From a dataset of Tyrosyl-DNA phosphodiesterase HTS with 341,365 compounds. Binary Classification. Given a drug SMILES string, predict its activity (active/inactive) in a high-throughput screening assay against a specified biological target. (1) The drug is S(CC(=O)N1CCC(CC1)c1noc2c1cc(F)cc2)c1nc2c(cc1)cccc2. The result is 0 (inactive). (2) The compound is S(Cc1[nH]c2c(c(=O)n1)cccc2)c1n(c(nn1)COc1c(cccc1)C)C. The result is 0 (inactive). (3) The drug is FC(F)(F)c1ccc(NC(=O)Nc2c3OC(C(CN(C(CO)C)C(=O)c3ccc2)C)CN(C)C(=O)Nc2ccccc2)cc1. The result is 0 (inactive). (4) The drug is S(CC(=O)Nc1c(cccc1)C)c1nnc(c2occc2)cc1. The result is 0 (inactive).